Predict the product of the given reaction. From a dataset of Forward reaction prediction with 1.9M reactions from USPTO patents (1976-2016). (1) Given the reactants [CH2:1]([O:8][C:9](=[O:50])[NH:10][C@H:11]([C:13](=[O:49])[NH:14][C@H:15]([C:26](=[O:48])[NH:27][C@@H:28]([CH2:41][C:42]1[CH:47]=[CH:46][CH:45]=[CH:44][CH:43]=1)[CH:29]([OH:40])[C:30](=[O:39])[NH:31][CH2:32][C:33]1[CH:38]=[CH:37][CH:36]=[CH:35][N:34]=1)[CH2:16][C:17]1[C:25]2[C:20](=[CH:21][CH:22]=[CH:23][CH:24]=2)[NH:19][CH:18]=1)[CH3:12])[C:2]1[CH:7]=[CH:6][CH:5]=[CH:4][CH:3]=1.CC(OI1(OC(C)=O)(OC(C)=O)OC(=O)C2C=CC=CC1=2)=O, predict the reaction product. The product is: [CH2:1]([O:8][C:9](=[O:50])[NH:10][C@H:11]([C:13](=[O:49])[NH:14][C@H:15]([C:26](=[O:48])[NH:27][C@@H:28]([CH2:41][C:42]1[CH:47]=[CH:46][CH:45]=[CH:44][CH:43]=1)[C:29](=[O:40])[C:30](=[O:39])[NH:31][CH2:32][C:33]1[CH:38]=[CH:37][CH:36]=[CH:35][N:34]=1)[CH2:16][C:17]1[C:25]2[C:20](=[CH:21][CH:22]=[CH:23][CH:24]=2)[NH:19][CH:18]=1)[CH3:12])[C:2]1[CH:3]=[CH:4][CH:5]=[CH:6][CH:7]=1. (2) Given the reactants [C:1]([C:4]1[CH:5]=[C:6]([CH:41]=[CH:42][CH:43]=1)[CH2:7][CH2:8][C:9]1[C:14]([C:15]([F:18])([F:17])[F:16])=[CH:13][N:12]=[C:11]([NH:19][C:20]2[CH:25]=[CH:24][C:23]([CH:26]3[CH2:31][CH2:30][N:29](C(OC(C)(C)C)=O)[CH2:28][CH2:27]3)=[CH:22][C:21]=2[O:39][CH3:40])[N:10]=1)(=[O:3])[NH2:2].C(O)(C(F)(F)F)=O, predict the reaction product. The product is: [CH3:40][O:39][C:21]1[CH:22]=[C:23]([CH:26]2[CH2:31][CH2:30][NH:29][CH2:28][CH2:27]2)[CH:24]=[CH:25][C:20]=1[NH:19][C:11]1[N:10]=[C:9]([CH2:8][CH2:7][C:6]2[CH:5]=[C:4]([CH:43]=[CH:42][CH:41]=2)[C:1]([NH2:2])=[O:3])[C:14]([C:15]([F:16])([F:17])[F:18])=[CH:13][N:12]=1. (3) Given the reactants [OH:1][C:2]1[CH:10]=[C:9]([F:11])[CH:8]=[CH:7][C:3]=1[C:4]([OH:6])=[O:5].S(=O)(=O)(O)O.O.[CH3:18]O, predict the reaction product. The product is: [CH3:18][O:5][C:4](=[O:6])[C:3]1[CH:7]=[CH:8][C:9]([F:11])=[CH:10][C:2]=1[OH:1].